From a dataset of Peptide-MHC class II binding affinity with 134,281 pairs from IEDB. Regression. Given a peptide amino acid sequence and an MHC pseudo amino acid sequence, predict their binding affinity value. This is MHC class II binding data. (1) The MHC is DRB1_1201 with pseudo-sequence DRB1_1201. The peptide sequence is TVAAAPQVKYAVFEA. The binding affinity (normalized) is 0.616. (2) The peptide sequence is LVGPFNFRFMSKGGM. The MHC is HLA-DQA10104-DQB10503 with pseudo-sequence HLA-DQA10104-DQB10503. The binding affinity (normalized) is 0.259. (3) The peptide sequence is AVWGKNSCAKNYNCK. The MHC is HLA-DPA10201-DPB10501 with pseudo-sequence HLA-DPA10201-DPB10501. The binding affinity (normalized) is 0.185. (4) The peptide sequence is TTEEQKLIEDINVGF. The MHC is HLA-DQA10104-DQB10503 with pseudo-sequence HLA-DQA10104-DQB10503. The binding affinity (normalized) is 0.338. (5) The peptide sequence is GCIHMARSLANEWRD. The MHC is HLA-DQA10201-DQB10202 with pseudo-sequence HLA-DQA10201-DQB10202. The binding affinity (normalized) is 0.473. (6) The MHC is DRB1_0701 with pseudo-sequence DRB1_0701. The binding affinity (normalized) is 0.695. The peptide sequence is SNKFHIRLIKGELSN. (7) The peptide sequence is YFRNEQSIPPLIKKY. The MHC is DRB1_1501 with pseudo-sequence DRB1_1501. The binding affinity (normalized) is 0.653.